Task: Predict which catalyst facilitates the given reaction.. Dataset: Catalyst prediction with 721,799 reactions and 888 catalyst types from USPTO (1) Reactant: [C:1](=[C:4](Cl)[F:5])([F:3])[F:2].[Li]C(CC)C.[Si:12](OCC)([O:19][CH2:20][CH3:21])([O:16][CH2:17][CH3:18])[O:13][CH2:14][CH3:15]. Product: [C:1](=[C:4]([Si:12]([O:19][CH2:20][CH3:21])([O:16][CH2:17][CH3:18])[O:13][CH2:14][CH3:15])[F:5])([F:3])[F:2]. The catalyst class is: 28. (2) Reactant: [CH3:1][C:2]1[O:6][N:5]=[CH:4][C:3]=1[C:7]1[CH:12]=[CH:11][C:10]([CH2:13][C:14]([OH:16])=O)=[CH:9][CH:8]=1.Cl.[Br:18][C:19]1[CH:20]=[CH:21][C:22]([C@H:25]([NH2:27])[CH3:26])=[N:23][CH:24]=1.C1C=NC2N(O)N=NC=2C=1.C(Cl)CCl.CCN(C(C)C)C(C)C. Product: [Br:18][C:19]1[CH:20]=[CH:21][C:22]([C@H:25]([NH:27][C:14](=[O:16])[CH2:13][C:10]2[CH:9]=[CH:8][C:7]([C:3]3[CH:4]=[N:5][O:6][C:2]=3[CH3:1])=[CH:12][CH:11]=2)[CH3:26])=[N:23][CH:24]=1. The catalyst class is: 85. (3) Reactant: [NH2:1][CH:2]([CH2:5][CH2:6][CH2:7][C:8]1[CH:13]=[CH:12][C:11]([O:14][CH2:15][C@@H:16]2[CH2:20][O:19][C:18]([CH3:22])([CH3:21])[O:17]2)=[CH:10][CH:9]=1)[C:3]#[N:4].N.[H][H]. Product: [CH3:21][C:18]1([CH3:22])[O:17][C@H:16]([CH2:15][O:14][C:11]2[CH:12]=[CH:13][C:8]([CH2:7][CH2:6][CH2:5][CH:2]([NH2:1])[CH2:3][NH2:4])=[CH:9][CH:10]=2)[CH2:20][O:19]1. The catalyst class is: 94. (4) Reactant: C([O:3][C:4](=O)[C:5]1[CH:10]=[CH:9][C:8]([N:11]2[C:15]([NH:16][C:17]([NH:19][C:20]3[C:29]4[C:24](=[CH:25][CH:26]=[CH:27][CH:28]=4)[CH:23]=[CH:22][CH:21]=3)=[O:18])=[CH:14][C:13]([C:30](C)([CH3:32])[CH3:31])=[N:12]2)=[CH:7][CH:6]=1)C.[H-].[H-].[H-].[H-].[Li+].[Al+3]. Product: [OH:3][CH2:4][C:5]1[CH:10]=[CH:9][C:8]([N:11]2[C:15]([NH:16][C:17]([NH:19][C:20]3[C:29]4[C:24](=[CH:25][CH:26]=[CH:27][CH:28]=4)[CH:23]=[CH:22][CH:21]=3)=[O:18])=[CH:14][C:13]([CH:30]([CH3:32])[CH3:31])=[N:12]2)=[CH:7][CH:6]=1. The catalyst class is: 1.